Regression. Given a peptide amino acid sequence and an MHC pseudo amino acid sequence, predict their binding affinity value. This is MHC class II binding data. From a dataset of Peptide-MHC class II binding affinity with 134,281 pairs from IEDB. (1) The peptide sequence is KSVPLEMLLINLTTI. The MHC is DRB1_0401 with pseudo-sequence DRB1_0401. The binding affinity (normalized) is 0.737. (2) The peptide sequence is IGPRHPIRALVGDEV. The MHC is DRB1_0301 with pseudo-sequence DRB1_0301. The binding affinity (normalized) is 0.292. (3) The peptide sequence is CGSTDEYCSPDHNCQ. The MHC is HLA-DPA10201-DPB11401 with pseudo-sequence HLA-DPA10201-DPB11401. The binding affinity (normalized) is 0. (4) The peptide sequence is AFWLDGDNLFPKV. The MHC is DRB3_0101 with pseudo-sequence DRB3_0101. The binding affinity (normalized) is 0.788. (5) The peptide sequence is EKKYFAAGQFEPLAA. The MHC is DRB1_1602 with pseudo-sequence DRB1_1602. The binding affinity (normalized) is 0.525.